This data is from Catalyst prediction with 721,799 reactions and 888 catalyst types from USPTO. The task is: Predict which catalyst facilitates the given reaction. (1) Reactant: [F:1][C:2]1[CH:24]=[CH:23][C:5]([O:6][C:7]2[CH:8]=[C:9]3[C:13](=[CH:14][C:15]=2[C:16]([NH2:18])=[O:17])[N:12]([CH2:19][CH:20]([CH3:22])[CH3:21])[N:11]=[CH:10]3)=[CH:4][CH:3]=1.[C:25](N1C=CN=C1)([N:27]1[CH:31]=[CH:30]N=[CH:28]1)=O. The catalyst class is: 1. Product: [CH3:25][N:27]([CH3:28])[CH2:31][CH2:30][NH:18][C:16]([C:15]1[CH:14]=[C:13]2[C:9]([CH:10]=[N:11][N:12]2[CH2:19][CH:20]([CH3:22])[CH3:21])=[CH:8][C:7]=1[O:6][C:5]1[CH:23]=[CH:24][C:2]([F:1])=[CH:3][CH:4]=1)=[O:17]. (2) Reactant: [Cl:1][C:2]1[CH:3]=[C:4]([CH:9]([NH:11][C:12]2[CH:17]=[C:16](F)[CH:15]=[CH:14][C:13]=2[S:19]([CH3:22])(=[O:21])=[O:20])[CH3:10])[CH:5]=[C:6]([Cl:8])[CH:7]=1.[N:23]1(C(OC(C)(C)C)=O)[CH2:28][CH2:27][NH:26][CH2:25][CH2:24]1.C(N(CC)C(C)C)(C)C. Product: [Cl:1][C:2]1[CH:3]=[C:4]([CH:9]([NH:11][C:12]2[CH:17]=[C:16]([N:23]3[CH2:28][CH2:27][NH:26][CH2:25][CH2:24]3)[CH:15]=[CH:14][C:13]=2[S:19]([CH3:22])(=[O:21])=[O:20])[CH3:10])[CH:5]=[C:6]([Cl:8])[CH:7]=1. The catalyst class is: 10. (3) Reactant: [C:1]([C:3]1[CH:4]=[CH:5][C:6]([CH3:21])=[C:7]([NH:9][C:10]([C:12]2[N:16]3[CH:17]=[CH:18][CH:19]=[CH:20][C:15]3=[N:14][CH:13]=2)=[O:11])[CH:8]=1)#[N:2].[NH2:22][OH:23]. Product: [OH:23][N:22]=[C:1]([C:3]1[CH:4]=[CH:5][C:6]([CH3:21])=[C:7]([NH:9][C:10]([C:12]2[N:16]3[CH:17]=[CH:18][CH:19]=[CH:20][C:15]3=[N:14][CH:13]=2)=[O:11])[CH:8]=1)[NH2:2]. The catalyst class is: 14. (4) Reactant: [NH2:1][C:2]1[CH:7]=[C:6]([CH2:8][CH2:9][O:10][C:11]2[C:20]3[C:15](=[CH:16][CH:17]=[CH:18][CH:19]=3)[C:14]([NH:21][C:22]([NH:24][C:25]3[N:29]([C:30]4[CH:35]=[CH:34][C:33]([CH3:36])=[CH:32][CH:31]=4)[N:28]=[C:27]([C:37]([CH3:40])([CH3:39])[CH3:38])[CH:26]=3)=[O:23])=[CH:13][CH:12]=2)[CH:5]=[CH:4][N:3]=1.ClC(Cl)(Cl)[C:43]([N:45]=C=O)=[O:44]. Product: [C:37]([C:27]1[CH:26]=[C:25]([NH:24][C:22](=[O:23])[NH:21][C:14]2[C:15]3[C:20](=[CH:19][CH:18]=[CH:17][CH:16]=3)[C:11]([O:10][CH2:9][CH2:8][C:6]3[CH:5]=[CH:4][N:3]=[C:2]([NH:1][C:43](=[O:44])[NH2:45])[CH:7]=3)=[CH:12][CH:13]=2)[N:29]([C:30]2[CH:31]=[CH:32][C:33]([CH3:36])=[CH:34][CH:35]=2)[N:28]=1)([CH3:40])([CH3:39])[CH3:38]. The catalyst class is: 17.